Predict the reactants needed to synthesize the given product. From a dataset of Full USPTO retrosynthesis dataset with 1.9M reactions from patents (1976-2016). (1) Given the product [CH2:1]([O:8][CH2:12][C:13]1[S:17][C:16]([C:18]([OH:20])=[O:19])=[N:15][CH:14]=1)[C:2]1[CH:7]=[CH:6][CH:5]=[CH:4][CH:3]=1, predict the reactants needed to synthesize it. The reactants are: [CH2:1]([OH:8])[C:2]1[CH:7]=[CH:6][CH:5]=[CH:4][CH:3]=1.[OH-].[K+].Cl[CH2:12][C:13]1[S:17][C:16]([C:18]([O:20]CC)=[O:19])=[N:15][CH:14]=1.O. (2) Given the product [CH3:1][O:2][C:3](=[O:22])[C:4]1[CH:9]=[CH:8][C:7]([N:10]2[CH2:11][CH2:12][N:13]([CH3:16])[CH2:14][CH2:15]2)=[C:6]([N:17]([CH2:18][CH2:19][O:20][CH3:21])[CH3:26])[CH:5]=1, predict the reactants needed to synthesize it. The reactants are: [CH3:1][O:2][C:3](=[O:22])[C:4]1[CH:9]=[CH:8][C:7]([N:10]2[CH2:15][CH2:14][N:13]([CH3:16])[CH2:12][CH2:11]2)=[C:6]([NH:17][CH2:18][CH2:19][O:20][CH3:21])[CH:5]=1.C=O.[BH3-][C:26]#N.[Na+]. (3) Given the product [F:1][C:2]1[CH:22]=[CH:21][C:20]([C:23]([NH:25][C:26]2[CH:31]=[C:30]([CH3:32])[CH:29]=[CH:28][C:27]=2[F:33])=[O:24])=[CH:19][C:3]=1[O:4][C:5]1[CH:10]=[CH:9][N:8]=[C:7]([C:11]2[NH:15][CH:14]=[C:13]([C:16]([NH:67][CH2:68][CH2:69][CH2:70][N:71]3[CH2:76][CH2:75][O:74][CH2:73][CH2:72]3)=[O:18])[CH:12]=2)[CH:6]=1, predict the reactants needed to synthesize it. The reactants are: [F:1][C:2]1[CH:22]=[CH:21][C:20]([C:23]([NH:25][C:26]2[CH:31]=[C:30]([CH3:32])[CH:29]=[CH:28][C:27]=2[F:33])=[O:24])=[CH:19][C:3]=1[O:4][C:5]1[CH:10]=[CH:9][N:8]=[C:7]([C:11]2[NH:15][CH:14]=[C:13]([C:16]([OH:18])=O)[CH:12]=2)[CH:6]=1.CN(C(ON1N=NC2C=CC=NC1=2)=[N+](C)C)C.F[P-](F)(F)(F)(F)F.C(N(CC)C(C)C)(C)C.[NH2:67][CH2:68][CH2:69][CH2:70][N:71]1[CH2:76][CH2:75][O:74][CH2:73][CH2:72]1.